This data is from Full USPTO retrosynthesis dataset with 1.9M reactions from patents (1976-2016). The task is: Predict the reactants needed to synthesize the given product. (1) Given the product [Cl:19][C:9]1[C:8]([NH:7][CH3:6])=[CH:13][N:12]=[C:11]2[N:14]([CH2:17][CH3:18])[N:15]=[CH:16][C:10]=12, predict the reactants needed to synthesize it. The reactants are: C(O[C:6](=O)[NH:7][C:8]1[C:9]([Cl:19])=[C:10]2[CH:16]=[N:15][N:14]([CH2:17][CH3:18])[C:11]2=[N:12][CH:13]=1)(C)(C)C.[H-].[Na+].IC. (2) Given the product [C:1]([O:5][C:6](=[O:28])[NH:7][C:8]1[CH:13]=[CH:12][CH:11]=[CH:10][C:9]=1[NH:14][C:15]([C:17]1[O:18][C:19]2[CH:25]=[CH:24][C:23]([CH2:26][CH2:27][OH:38])=[CH:22][C:20]=2[CH:21]=1)=[O:16])([CH3:4])([CH3:3])[CH3:2], predict the reactants needed to synthesize it. The reactants are: [C:1]([O:5][C:6](=[O:28])[NH:7][C:8]1[CH:13]=[CH:12][CH:11]=[CH:10][C:9]=1[NH:14][C:15]([C:17]1[O:18][C:19]2[CH:25]=[CH:24][C:23]([CH:26]=[CH2:27])=[CH:22][C:20]=2[CH:21]=1)=[O:16])([CH3:4])([CH3:3])[CH3:2].B1C2CCCC1CCC2.[OH-:38].[Na+]. (3) Given the product [CH2:1]([O:3][C:4]1[CH:5]=[C:6]([CH:10]=[CH:11][C:12]=1[O:13][CH2:14][CH3:15])[C:7]([Cl:18])=[O:8])[CH3:2], predict the reactants needed to synthesize it. The reactants are: [CH2:1]([O:3][C:4]1[CH:5]=[C:6]([CH:10]=[CH:11][C:12]=1[O:13][CH2:14][CH3:15])[C:7](O)=[O:8])[CH3:2].O=S(Cl)[Cl:18]. (4) Given the product [CH3:19][C:20]1[CH:26]=[C:25]([CH3:27])[CH:24]=[CH:23][C:21]=1[NH:22][N:9]=[C:10]([C:16](=[O:18])[CH3:17])[C:11]([O:13][CH2:14][CH3:15])=[O:12], predict the reactants needed to synthesize it. The reactants are: ClC1C=CC(N[N:9]=[C:10]([C:16](=[O:18])[CH3:17])[C:11]([O:13][CH2:14][CH3:15])=[O:12])=CC=1.[CH3:19][C:20]1[CH:26]=[C:25]([CH3:27])[CH:24]=[CH:23][C:21]=1[NH2:22]. (5) Given the product [Br:20][C:13]1[N:12]=[C:11]([C:21]([NH:30][CH2:29][C:28]2[CH:31]=[CH:32][CH:33]=[C:34]([O:35][CH3:36])[C:27]=2[O:26][CH3:25])=[O:23])[C:10]([OH:9])=[C:19]2[C:14]=1[CH:15]=[CH:16][CH:17]=[N:18]2, predict the reactants needed to synthesize it. The reactants are: C([O:9][C:10]1[C:11]([C:21]([O:23]C)=O)=[N:12][C:13]([Br:20])=[C:14]2[C:19]=1[N:18]=[CH:17][CH:16]=[CH:15]2)(=O)C1C=CC=CC=1.[CH3:25][O:26][C:27]1[C:34]([O:35][CH3:36])=[CH:33][CH:32]=[CH:31][C:28]=1[CH2:29][NH2:30]. (6) Given the product [CH3:28][O:29][C:30](=[O:41])[C@@H:31]([NH:40][C:14]([C:13]1[CH:12]=[C:11]2[C:7]([CH:8]=[N:9][N:10]2[CH2:17][CH:18]([CH3:20])[CH3:19])=[CH:6][C:5]=1[O:4][C:3]1[CH:21]=[CH:22][C:23]([F:25])=[CH:24][C:2]=1[F:1])=[O:15])[CH2:32][CH2:33][N:34]([CH2:36][CH2:37][O:38][CH3:39])[CH3:35], predict the reactants needed to synthesize it. The reactants are: [F:1][C:2]1[CH:24]=[C:23]([F:25])[CH:22]=[CH:21][C:3]=1[O:4][C:5]1[CH:6]=[C:7]2[C:11](=[CH:12][C:13]=1[C:14](O)=[O:15])[N:10]([CH2:17][CH:18]([CH3:20])[CH3:19])[N:9]=[CH:8]2.Cl.Cl.[CH3:28][O:29][C:30](=[O:41])[C@@H:31]([NH2:40])[CH2:32][CH2:33][N:34]([CH2:36][CH2:37][O:38][CH3:39])[CH3:35].CCN=C=NCCCN(C)C.C1C=CC2N(O)N=NC=2C=1.C(N(CC)CC)C. (7) Given the product [CH3:32][N:31]([CH3:33])[C:30]([NH:29][C:26]1[CH:27]=[CH:28][C:23]([C:18]2[C:17]([C:16]3[CH:15]=[CH:14][N:13]=[C:12]4[NH:35][C:9]([C:6]5[CH:5]=[CH:4][C:3]([CH2:1][N:36]6[CH2:40][CH2:39][CH2:38][CH2:37]6)=[CH:8][CH:7]=5)=[CH:10][C:11]=34)=[CH:21][N:20]([CH3:22])[N:19]=2)=[CH:24][CH:25]=1)=[O:34], predict the reactants needed to synthesize it. The reactants are: [CH:1]([C:3]1[CH:8]=[CH:7][C:6]([C:9]2[NH:35][C:12]3=[N:13][CH:14]=[CH:15][C:16]([C:17]4[C:18]([C:23]5[CH:28]=[CH:27][C:26]([NH:29][C:30](=[O:34])[N:31]([CH3:33])[CH3:32])=[CH:25][CH:24]=5)=[N:19][N:20]([CH3:22])[CH:21]=4)=[C:11]3[CH:10]=2)=[CH:5][CH:4]=1)=O.[NH:36]1[CH2:40][CH2:39][CH2:38][CH2:37]1.